From a dataset of Forward reaction prediction with 1.9M reactions from USPTO patents (1976-2016). Predict the product of the given reaction. (1) Given the reactants [C:1]([C:3]1[CH:4]=[N:5][N:6]2[C:11]([CH:12]([F:14])[F:13])=[CH:10][C:9]([C:15]3[CH:20]=[CH:19][C:18]([C:21]([F:24])([F:23])[F:22])=[CH:17][CH:16]=3)=[N:8][C:7]=12)#[CH:2].Br[C:26]1[CH:27]=[CH:28][C:29]([C:32]([NH2:34])=[O:33])=[N:30][CH:31]=1, predict the reaction product. The product is: [F:13][CH:12]([F:14])[C:11]1[N:6]2[N:5]=[CH:4][C:3]([C:1]#[C:2][C:26]3[CH:27]=[CH:28][C:29]([C:32]([NH2:34])=[O:33])=[N:30][CH:31]=3)=[C:7]2[N:8]=[C:9]([C:15]2[CH:20]=[CH:19][C:18]([C:21]([F:23])([F:24])[F:22])=[CH:17][CH:16]=2)[CH:10]=1. (2) Given the reactants [CH3:1][O:2][C:3]1[CH:11]=[C:10]([C:12]([O:14][CH3:15])=[O:13])[CH:9]=[C:8]2[C:4]=1[CH:5]=[N:6][NH:7]2.F[B-](F)(F)F.[CH3:21][O+](C)C, predict the reaction product. The product is: [CH3:1][O:2][C:3]1[C:4]2[C:8]([CH:9]=[C:10]([C:12]([O:14][CH3:15])=[O:13])[CH:11]=1)=[N:7][N:6]([CH3:21])[CH:5]=2. (3) Given the reactants [CH3:1][O:2][C:3](=[O:14])[C:4]1[CH:9]=[CH:8][C:7]([Cl:10])=[C:6]([N+:11]([O-])=O)[CH:5]=1.O.O.Cl[Sn]Cl, predict the reaction product. The product is: [CH3:1][O:2][C:3](=[O:14])[C:4]1[CH:9]=[CH:8][C:7]([Cl:10])=[C:6]([NH2:11])[CH:5]=1. (4) Given the reactants [C:1]([C:5]1[CH:10]=[CH:9][C:8]([C:11]2[N:12]([C:30](Cl)=[O:31])[C@H:13]([C:23]3[CH:28]=[CH:27][C:26]([Cl:29])=[CH:25][CH:24]=3)[C@H:14]([C:16]3[CH:21]=[CH:20][C:19]([Cl:22])=[CH:18][CH:17]=3)[N:15]=2)=[C:7]([O:33][CH2:34][CH3:35])[CH:6]=1)([CH3:4])([CH3:3])[CH3:2].[NH:36]1[CH2:42][CH2:41][C:40](=[O:43])[NH:39][CH2:38][CH2:37]1, predict the reaction product. The product is: [ClH:22].[C:1]([C:5]1[CH:10]=[CH:9][C:8]([C:11]2[N:12]([C:30]([N:36]3[CH2:42][CH2:41][C:40](=[O:43])[NH:39][CH2:38][CH2:37]3)=[O:31])[C@H:13]([C:23]3[CH:24]=[CH:25][C:26]([Cl:29])=[CH:27][CH:28]=3)[C@H:14]([C:16]3[CH:17]=[CH:18][C:19]([Cl:22])=[CH:20][CH:21]=3)[N:15]=2)=[C:7]([O:33][CH2:34][CH3:35])[CH:6]=1)([CH3:4])([CH3:2])[CH3:3]. (5) Given the reactants [NH2:1][C:2]1[C:3]([F:11])=[C:4]([CH:7]=[CH:8][C:9]=1[F:10])[CH2:5][NH2:6].[C:12](Cl)(=[O:17])[C:13]([CH3:16])([CH3:15])[CH3:14], predict the reaction product. The product is: [NH2:1][C:2]1[C:3]([F:11])=[C:4]([CH:7]=[CH:8][C:9]=1[F:10])[CH2:5][NH:6][C:12](=[O:17])[C:13]([CH3:16])([CH3:15])[CH3:14].